From a dataset of Full USPTO retrosynthesis dataset with 1.9M reactions from patents (1976-2016). Predict the reactants needed to synthesize the given product. (1) Given the product [OH:3][C:2]([CH2:4][CH2:5][CH2:6][CH2:7][CH2:8][CH2:9][CH2:10][CH2:11][CH3:12])=[O:1].[OH:32][C:31]([CH2:33][CH2:34][CH2:35][CH2:36][CH2:37][CH2:38][CH2:39][CH2:40][CH3:41])=[O:30].[OH:24][CH2:23][C@@H:21]([C@H:19]([C@@H:17]([C@@H:15]([CH2:14][OH:13])[OH:16])[OH:18])[OH:20])[OH:22], predict the reactants needed to synthesize it. The reactants are: [OH:1][C:2]([CH2:4][CH2:5][CH2:6][CH2:7][CH2:8][CH2:9][CH2:10][CH2:11][CH3:12])=[O:3].[OH:13][CH2:14][C@@H:15]([C@H:17]([C@@H:19]([C@@H:21]([CH2:23][OH:24])[OH:22])[OH:20])[OH:18])[OH:16].C(O)(C)(C)C.[OH:30][C:31]([CH2:33][CH2:34][CH2:35][CH2:36][CH2:37][CH2:38][CH2:39][CH2:40][CH3:41])=[O:32].OC[C@@H]([C@H]([C@@H]([C@@H](CO)O)O)O)O. (2) Given the product [C:16]([O:15][C:13]([N:11]1[CH2:10][CH2:9][N:8]2[C:4]([CH:1]([OH:3])[CH3:2])=[C:5]([C:20]([O:22][CH2:23][CH3:24])=[O:21])[N:6]=[C:7]2[CH2:12]1)=[O:14])([CH3:18])([CH3:17])[CH3:19], predict the reactants needed to synthesize it. The reactants are: [C:1]([C:4]1[N:8]2[CH2:9][CH2:10][N:11]([C:13]([O:15][C:16]([CH3:19])([CH3:18])[CH3:17])=[O:14])[CH2:12][C:7]2=[N:6][C:5]=1[C:20]([O:22][CH2:23][CH3:24])=[O:21])(=[O:3])[CH3:2].[BH4-].[Na+]. (3) Given the product [I:10][C:7]1[CH:6]=[C:3]([C:4]#[N:5])[C:2](=[O:1])[N:9]([CH2:19][O:20][CH2:21][CH2:22][Si:23]([CH3:26])([CH3:25])[CH3:24])[CH:8]=1, predict the reactants needed to synthesize it. The reactants are: [OH:1][C:2]1[N:9]=[CH:8][CH:7]=[CH:6][C:3]=1[C:4]#[N:5].[I:10]I.C(=O)([O-])[O-].[K+].[K+].Cl[CH2:19][O:20][CH2:21][CH2:22][Si:23]([CH3:26])([CH3:25])[CH3:24].[OH-].[K+]. (4) Given the product [C:1]([O:5][C:6]([N:8]1[CH2:13][CH2:12][CH:11]([OH:14])[C:10]([CH3:16])([CH3:15])[CH2:9]1)=[O:7])([CH3:4])([CH3:2])[CH3:3], predict the reactants needed to synthesize it. The reactants are: [C:1]([O:5][C:6]([N:8]1[CH2:13][CH2:12][C:11](=[O:14])[C:10]([CH3:16])([CH3:15])[CH2:9]1)=[O:7])([CH3:4])([CH3:3])[CH3:2].[BH4-].[Na+]. (5) Given the product [Br:11][C:12]1[CH2:16][CH2:15][CH2:14][C:13]=1[C:4]1[CH:3]=[C:2]([Cl:1])[CH:7]=[CH:6][C:5]=1[O:8][CH3:9], predict the reactants needed to synthesize it. The reactants are: [Cl:1][C:2]1[CH:7]=[CH:6][C:5]([O:8][CH3:9])=[C:4](I)[CH:3]=1.[Br:11][C:12]1[CH2:16][CH2:15][CH2:14][C:13]=1B(O)O.C(=O)([O-])[O-].[K+].[K+].O. (6) Given the product [C:17]([O:7][C:6](=[O:8])[C@H:4]([CH2:3][C:2]([CH3:10])([CH3:9])[CH3:1])[NH2:5])([CH3:19])([CH3:18])[CH3:16], predict the reactants needed to synthesize it. The reactants are: [CH3:1][C:2]([CH3:10])([CH3:9])[CH2:3][C@@H:4]([C:6]([OH:8])=[O:7])[NH2:5].S(=O)(=O)(O)O.[CH3:16][C:17](=[CH2:19])[CH3:18].[OH-].[Na+]. (7) Given the product [N:26]1[CH:27]=[CH:28][C:23]([O:1][C:2]2[CH:3]=[C:4]3[C:9](=[CH:10][CH:11]=2)[C:8]([C:12]([OH:14])=[O:13])=[CH:7][CH:6]=[CH:5]3)=[CH:24][CH:25]=1, predict the reactants needed to synthesize it. The reactants are: [OH:1][C:2]1[CH:3]=[C:4]2[C:9](=[CH:10][CH:11]=1)[C:8]([C:12]([OH:14])=[O:13])=[CH:7][CH:6]=[CH:5]2.C([O-])([O-])=O.[Cs+].[Cs+].Cl.Cl[C:23]1[CH:28]=[CH:27][N:26]=[CH:25][CH:24]=1.Cl.